This data is from Blood-brain barrier permeability classification from the B3DB database. The task is: Regression/Classification. Given a drug SMILES string, predict its absorption, distribution, metabolism, or excretion properties. Task type varies by dataset: regression for continuous measurements (e.g., permeability, clearance, half-life) or binary classification for categorical outcomes (e.g., BBB penetration, CYP inhibition). Dataset: b3db_classification. (1) The molecule is N[C@@H](C(=O)N[C@@H]1C(=O)N2C(C(=O)O)=C(Cl)CC[C@H]12)c1ccccc1. The result is 0 (does not penetrate BBB). (2) The compound is CN(C)S(=O)(=O)c1ccc2c(c1)CCN2C(=O)CSCc1ccc([N+](=O)[O-])cc1. The result is 1 (penetrates BBB).